Dataset: Retrosynthesis with 50K atom-mapped reactions and 10 reaction types from USPTO. Task: Predict the reactants needed to synthesize the given product. Given the product Nc1cccnc1Nc1cccc(/C=C/c2cncc(/C=C/c3ccncc3)c2)c1, predict the reactants needed to synthesize it. The reactants are: O=[N+]([O-])c1cccnc1Nc1cccc(/C=C/c2cncc(/C=C/c3ccncc3)c2)c1.